Task: Predict the reactants needed to synthesize the given product.. Dataset: Full USPTO retrosynthesis dataset with 1.9M reactions from patents (1976-2016) (1) Given the product [CH2:31]([O:30][C:28]([CH2:27][C:24]1[CH:25]=[CH:26][C:21]([CH2:20][C:19]2[C:3]3[C:4](=[O:18])[N:5]([C:12]4[CH:13]=[CH:14][CH:15]=[CH:16][CH:17]=4)[C:6]4[N:7]=[CH:8][CH:9]=[CH:10][C:11]=4[C:2]=3[NH:36][N:35]=2)=[CH:22][CH:23]=1)=[O:29])[CH3:32], predict the reactants needed to synthesize it. The reactants are: O[C:2]1[C:11]2[C:6](=[N:7][CH:8]=[CH:9][CH:10]=2)[N:5]([C:12]2[CH:17]=[CH:16][CH:15]=[CH:14][CH:13]=2)[C:4](=[O:18])[C:3]=1[C:19](=O)[CH2:20][C:21]1[CH:26]=[CH:25][C:24]([CH2:27][C:28]([O:30][CH2:31][CH3:32])=[O:29])=[CH:23][CH:22]=1.O.[NH2:35][NH2:36]. (2) Given the product [Br:1][C:2]1[C:3]([NH:16][C@H:17]2[CH2:18][CH2:19][C@H:20]([O:23][CH2:29][CH2:30][OH:26])[CH2:21][CH2:22]2)=[N:4][C:5]([N:9]2[C:13]([CH3:14])=[CH:12][CH:11]=[C:10]2[CH3:15])=[N:6][C:7]=1[CH3:8], predict the reactants needed to synthesize it. The reactants are: [Br:1][C:2]1[C:3]([NH:16][C@H:17]2[CH2:22][CH2:21][C@H:20]([OH:23])[CH2:19][CH2:18]2)=[N:4][C:5]([N:9]2[C:13]([CH3:14])=[CH:12][CH:11]=[C:10]2[CH3:15])=[N:6][C:7]=1[CH3:8].[H-].[Na+].[O:26]1[CH2:30][CH2:29]OS1.C1CCCCO1.C1(C)C=CC(S(O)(=O)=O)=CC=1. (3) Given the product [C:31]([CH2:30][C:3]1([C:7]([O:9][CH2:10][CH3:11])=[O:8])[CH2:4][CH2:5][CH2:6][N:1]([C:12]([O:14][C:15]([CH3:17])([CH3:16])[CH3:18])=[O:13])[CH2:2]1)#[N:32], predict the reactants needed to synthesize it. The reactants are: [N:1]1([C:12]([O:14][C:15]([CH3:18])([CH3:17])[CH3:16])=[O:13])[CH2:6][CH2:5][CH2:4][CH:3]([C:7]([O:9][CH2:10][CH3:11])=[O:8])[CH2:2]1.C[Si]([N-][Si](C)(C)C)(C)C.[Li+].Br[CH2:30][C:31]#[N:32].